From a dataset of Full USPTO retrosynthesis dataset with 1.9M reactions from patents (1976-2016). Predict the reactants needed to synthesize the given product. (1) Given the product [Cl:24][C:10]1[C:5]2[CH:4]=[CH:3][C:2]([CH3:1])=[N:12][C:6]=2[N:7]=[CH:8][N:9]=1, predict the reactants needed to synthesize it. The reactants are: [CH3:1][C:2]1[CH:3]=[CH:4][C:5]2[C:10](O)=[N:9][CH:8]=[N:7][C:6]=2[N:12]=1.CCN(C(C)C)C(C)C.O=P(Cl)(Cl)[Cl:24]. (2) Given the product [CH3:1][O:2][C:3]([C:5]1[C@@H:10]([C:11]2[CH:12]=[CH:13][C:14]([C:17]#[N:18])=[CH:15][CH:16]=2)[N:9]2[C:19](=[O:32])[N:20]([CH2:22][CH2:23][CH2:24][S:25]([CH2:28][CH2:29][CH2:30][O:31][S:52]([C:47]3[CH:46]=[CH:51][C:50]([CH3:57])=[CH:49][CH:48]=3)(=[O:53])=[O:54])(=[O:26])=[O:27])[N:21]=[C:8]2[N:7]([C:33]2[CH:38]=[CH:37][CH:36]=[C:35]([C:39]([F:40])([F:42])[F:41])[CH:34]=2)[C:6]=1[CH3:43])=[O:4], predict the reactants needed to synthesize it. The reactants are: [CH3:1][O:2][C:3]([C:5]1[C@@H:10]([C:11]2[CH:16]=[CH:15][C:14]([C:17]#[N:18])=[CH:13][CH:12]=2)[N:9]2[C:19](=[O:32])[N:20]([CH2:22][CH2:23][CH2:24][S:25]([CH2:28][CH2:29][CH2:30][OH:31])(=[O:27])=[O:26])[N:21]=[C:8]2[N:7]([C:33]2[CH:38]=[CH:37][CH:36]=[C:35]([C:39]([F:42])([F:41])[F:40])[CH:34]=2)[C:6]=1[CH3:43])=[O:4].[H-].[Na+].[C:46]1(C)[C:47]([S:52](Cl)(=[O:54])=[O:53])=[CH:48][CH:49]=[CH:50][CH:51]=1.[CH2:57]1COCC1. (3) Given the product [N:10]1[CH:11]=[C:12](/[CH:19]=[CH:20]/[C:21]([NH:37][C:32]2[CH:33]=[CH:34][CH:35]=[CH:36][C:31]=2[NH:30][C:29](=[O:38])[O:28][C:24]([CH3:26])([CH3:25])[CH3:27])=[O:23])[N:13]2[CH:18]=[CH:17][CH:16]=[CH:15][C:14]=12, predict the reactants needed to synthesize it. The reactants are: C(N(C(C)C)CC)(C)C.[N:10]1[CH:11]=[C:12](/[CH:19]=[CH:20]/[C:21]([OH:23])=O)[N:13]2[CH:18]=[CH:17][CH:16]=[CH:15][C:14]=12.[C:24]([O:28][C:29](=[O:38])[NH:30][C:31]1[CH:36]=[CH:35][CH:34]=[CH:33][C:32]=1[NH2:37])([CH3:27])([CH3:26])[CH3:25].F[P-](F)(F)(F)(F)F.N1(OC(N(C)C)=[N+](C)C)C2N=CC=CC=2N=N1. (4) Given the product [F:1][C:2]1[C:11]([F:12])=[C:10]2[C:5]([CH:6]=[C:7]([OH:16])[CH:8]=[N:9]2)=[CH:4][CH:3]=1, predict the reactants needed to synthesize it. The reactants are: [F:1][C:2]1[C:11]([F:12])=[C:10]2[C:5]([CH:6]=[C:7](I)[CH:8]=[N:9]2)=[CH:4][CH:3]=1.CS(C)=[O:16].[OH-].[Na+].N1C2C(=CC=C3C=2N=CC=C3)C=CC=1. (5) Given the product [Cl:7][C:8]1[CH:9]=[CH:10][C:11]([C:14]2[O:18][N:17]=[C:16]([C:19]([NH:6][C@H:3]3[CH2:4][CH2:5][O:1][CH2:2]3)=[O:20])[C:15]=2[CH3:22])=[CH:12][CH:13]=1, predict the reactants needed to synthesize it. The reactants are: [O:1]1[CH2:5][CH2:4][C@H:3]([NH2:6])[CH2:2]1.[Cl:7][C:8]1[CH:13]=[CH:12][C:11]([C:14]2[O:18][N:17]=[C:16]([C:19](O)=[O:20])[C:15]=2[CH3:22])=[CH:10][CH:9]=1.O.ON1C2C=CC=CC=2N=N1.Cl.CN(C)CCCN=C=NCC.C(N(CC)CC)C. (6) Given the product [ClH:53].[N:23]1[S:24][N:25]=[C:26]2[CH:31]=[C:30]([CH2:32][NH:1][CH:2]3[CH2:7][CH2:6][N:5]([CH2:8][C@H:9]4[N:19]5[C:20]6[N:11]([C:12](=[O:22])[CH:13]=[CH:14][C:15]=6[N:16]=[CH:17][C:18]5=[O:21])[CH2:10]4)[CH2:4][CH2:3]3)[CH:29]=[CH:28][C:27]=12, predict the reactants needed to synthesize it. The reactants are: [NH2:1][CH:2]1[CH2:7][CH2:6][N:5]([CH2:8][C@H:9]2[N:19]3[C:20]4[N:11]([C:12](=[O:22])[CH:13]=[CH:14][C:15]=4[N:16]=[CH:17][C:18]3=[O:21])[CH2:10]2)[CH2:4][CH2:3]1.[N:23]1[S:24][N:25]=[C:26]2[CH:31]=[C:30]([CH:32]=O)[CH:29]=[CH:28][C:27]=12.C(O[BH-](OC(=O)C)OC(=O)C)(=O)C.[Na+].C(=O)([O-])O.[Na+].[Cl:53]CCl. (7) Given the product [ClH:43].[F:1][C:2]1[CH:7]=[CH:6][C:5]([C:8](=[O:24])[NH:9][CH2:10][C:11]2[CH:16]=[CH:15][CH:14]=[CH:13][C:12]=2[N:17]2[CH2:18][CH2:19][N:20]([CH3:23])[CH2:21][CH2:22]2)=[CH:4][C:3]=1[NH:25][C:26]([C:28]1[N:32]2[CH:33]=[CH:34][C:35]([C:37]3[CH:38]=[N:39][N:40]([CH3:42])[CH:41]=3)=[CH:36][C:31]2=[N:30][CH:29]=1)=[O:27], predict the reactants needed to synthesize it. The reactants are: [F:1][C:2]1[CH:7]=[CH:6][C:5]([C:8](=[O:24])[NH:9][CH2:10][C:11]2[CH:16]=[CH:15][CH:14]=[CH:13][C:12]=2[N:17]2[CH2:22][CH2:21][N:20]([CH3:23])[CH2:19][CH2:18]2)=[CH:4][C:3]=1[NH:25][C:26]([C:28]1[N:32]2[CH:33]=[CH:34][C:35]([C:37]3[CH:38]=[N:39][N:40]([CH3:42])[CH:41]=3)=[CH:36][C:31]2=[N:30][CH:29]=1)=[O:27].[ClH:43].CCOCC. (8) Given the product [OH:12][C:13]1[C:18](=[O:19])[CH:17]=[CH:16][N:15]([CH3:20])[C:14]=1[CH:21]([N:35]([CH3:34])[CH2:36][C:37]#[CH:38])[C:22]([F:25])([F:24])[F:23], predict the reactants needed to synthesize it. The reactants are: CN(C=O)C.C(Cl)(=O)C(Cl)=O.[OH:12][C:13]1[C:18](=[O:19])[CH:17]=[CH:16][N:15]([CH3:20])[C:14]=1[CH:21](O)[C:22]([F:25])([F:24])[F:23].CCN(CC)CC.[CH3:34][NH:35][CH2:36][C:37]#[CH:38].